This data is from Forward reaction prediction with 1.9M reactions from USPTO patents (1976-2016). The task is: Predict the product of the given reaction. Given the reactants [C:1]([O:5][C:6]([N:8]([CH3:10])[NH2:9])=[O:7])([CH3:4])([CH3:3])[CH3:2].[F:11][C:12]1[C:17]([F:18])=[CH:16][CH:15]=[CH:14][C:13]=1B(O)O.C(N(CC)CC)C, predict the reaction product. The product is: [C:1]([O:5][C:6]([N:8]([CH3:10])[NH:9][C:16]1[CH:15]=[CH:14][CH:13]=[C:12]([F:11])[C:17]=1[F:18])=[O:7])([CH3:4])([CH3:3])[CH3:2].